From a dataset of Full USPTO retrosynthesis dataset with 1.9M reactions from patents (1976-2016). Predict the reactants needed to synthesize the given product. (1) Given the product [Cl:1][C:2]1[C:11]([CH:21]([OH:23])[CH3:22])=[CH:10][C:9]2[C:4](=[C:5]([F:12])[CH:6]=[CH:7][CH:8]=2)[N:3]=1, predict the reactants needed to synthesize it. The reactants are: [Cl:1][C:2]1[CH:11]=[CH:10][C:9]2[C:4](=[C:5]([F:12])[CH:6]=[CH:7][CH:8]=2)[N:3]=1.C([N-]C(C)C)(C)C.[Li+].[CH:21](=[O:23])[CH3:22].CCOC(C)=O. (2) Given the product [Cl:1][C:2]1[C:7]([O:8][CH3:9])=[CH:6][C:5]([N+:14]([O-:16])=[O:15])=[C:4]([NH:10][C:11](=[O:13])[CH3:12])[CH:3]=1, predict the reactants needed to synthesize it. The reactants are: [Cl:1][C:2]1[CH:3]=[C:4]([NH:10][C:11](=[O:13])[CH3:12])[CH:5]=[CH:6][C:7]=1[O:8][CH3:9].[N+:14]([O-])([OH:16])=[O:15].